This data is from Catalyst prediction with 721,799 reactions and 888 catalyst types from USPTO. The task is: Predict which catalyst facilitates the given reaction. (1) Reactant: [F:1][C:2]([F:34])([F:33])[C:3]1[CH:4]=[C:5]([NH:13][NH:14][C:15](=[O:32])[CH:16]([N:23]2[CH2:28][CH2:27][N:26]3[CH2:29][CH2:30][CH2:31][C@@H:25]3[CH2:24]2)[C:17]2[CH:18]=[N:19][CH:20]=[CH:21][CH:22]=2)[CH:6]=[C:7]([C:9]([F:12])([F:11])[F:10])[CH:8]=1. Product: [F:34][C:2]([F:1])([F:33])[C:3]1[CH:4]=[C:5]([NH:13][NH:14][C:15](=[O:32])[C@@H:16]([N:23]2[CH2:28][CH2:27][N:26]3[CH2:29][CH2:30][CH2:31][C@@H:25]3[CH2:24]2)[C:17]2[CH:18]=[N:19][CH:20]=[CH:21][CH:22]=2)[CH:6]=[C:7]([C:9]([F:10])([F:11])[F:12])[CH:8]=1. The catalyst class is: 14. (2) Reactant: Cl[C:2]1[C:7]([NH2:8])=[CH:6][CH:5]=[C:4]([CH3:9])[N:3]=1.[C:10]1(B(O)O)[CH:15]=[CH:14][CH:13]=[CH:12][CH:11]=1.C([O-])([O-])=O.[K+].[K+].O1CCOCC1. Product: [CH3:9][C:4]1[N:3]=[C:2]([C:10]2[CH:15]=[CH:14][CH:13]=[CH:12][CH:11]=2)[C:7]([NH2:8])=[CH:6][CH:5]=1. The catalyst class is: 263. (3) Reactant: [F:1][C:2]1[CH:28]=[CH:27][C:5]([CH2:6][N:7]2[CH2:12][CH2:11][N:10]([C:13]([CH2:15][O:16][C:17]3[CH:22]=[CH:21][C:20]([Cl:23])=[CH:19][CH:18]=3)=[O:14])[CH2:9][CH:8]2[CH2:24][CH:25]=[O:26])=[CH:4][CH:3]=1.[CH3:29][Mg]Br.[NH4+].[Cl-]. Product: [F:1][C:2]1[CH:3]=[CH:4][C:5]([CH2:6][N:7]2[CH2:12][CH2:11][N:10]([C:13]([CH2:15][O:16][C:17]3[CH:22]=[CH:21][C:20]([Cl:23])=[CH:19][CH:18]=3)=[O:14])[CH2:9][CH:8]2[CH2:24][CH:25]([OH:26])[CH3:29])=[CH:27][CH:28]=1. The catalyst class is: 1. (4) Reactant: [Br:1][C:2]1[CH:3]=[C:4]([OH:12])[C:5](=[CH:10][CH:11]=1)[C:6]([O:8][CH3:9])=[O:7].[CH3:13][N:14]([CH3:18])[C:15](Cl)=[S:16].N12CCN(CC1)CC2.C(OCC)(=O)C. Product: [Br:1][C:2]1[CH:11]=[CH:10][C:5]([C:6]([O:8][CH3:9])=[O:7])=[C:4]([O:12][C:15]([N:14]([CH3:18])[CH3:13])=[S:16])[CH:3]=1. The catalyst class is: 18. (5) Reactant: Cl.[NH2:2][C:3]1([C:6]([O:8][CH2:9][CH3:10])=[O:7])[CH2:5][CH2:4]1.C(N(CC)C(C)C)(C)C.Cl.[CH2:21]([N:28]([CH2:32][CH2:33]Cl)[CH2:29][CH2:30]Cl)[C:22]1[CH:27]=[CH:26][CH:25]=[CH:24][CH:23]=1.CCOC(C)=O. Product: [CH2:21]([N:28]1[CH2:32][CH2:33][N:2]([C:3]2([C:6]([O:8][CH2:9][CH3:10])=[O:7])[CH2:5][CH2:4]2)[CH2:30][CH2:29]1)[C:22]1[CH:27]=[CH:26][CH:25]=[CH:24][CH:23]=1. The catalyst class is: 8. (6) Reactant: [NH2:1][C:2]1[CH:3]=[C:4]([CH:7]=[CH:8][CH:9]=1)[C:5]#[N:6].C([O:15][CH3:16])(OC)OC.CO[C:19]([NH:21][NH2:22])=O.C1(C)C=CC(S(O)(=O)=O)=CC=1.C[O-].[Na+].Cl. Product: [O:15]=[C:16]1[NH:22][N:21]=[CH:19][N:1]1[C:2]1[CH:3]=[C:4]([CH:7]=[CH:8][CH:9]=1)[C:5]#[N:6]. The catalyst class is: 24.